Dataset: Forward reaction prediction with 1.9M reactions from USPTO patents (1976-2016). Task: Predict the product of the given reaction. (1) Given the reactants [C:1]1([CH:7]([C:10]2[CH:15]=[CH:14][CH:13]=[CH:12][CH:11]=2)[C:8]#[N:9])[CH:6]=[CH:5][CH:4]=[CH:3][CH:2]=1.[OH-].[K+].[C:18]([O:22][C:23]([CH3:26])([CH3:25])[CH3:24])(=[O:21])[CH:19]=[CH2:20], predict the reaction product. The product is: [C:8]([C:7]([C:1]1[CH:2]=[CH:3][CH:4]=[CH:5][CH:6]=1)([C:10]1[CH:11]=[CH:12][CH:13]=[CH:14][CH:15]=1)[CH2:20][CH2:19][C:18]([O:22][C:23]([CH3:26])([CH3:25])[CH3:24])=[O:21])#[N:9]. (2) Given the reactants F[C:2]1[C:7]([F:8])=[CH:6][CH:5]=[CH:4][C:3]=1[C:9]([C:11]1[CH:16]=[CH:15][C:14]([O:17][CH3:18])=[C:13]([CH3:19])[CH:12]=1)=O.O.[NH2:21][NH2:22], predict the reaction product. The product is: [F:8][C:7]1[CH:6]=[CH:5][CH:4]=[C:3]2[C:2]=1[NH:22][N:21]=[C:9]2[C:11]1[CH:16]=[CH:15][C:14]([O:17][CH3:18])=[C:13]([CH3:19])[CH:12]=1.